This data is from NCI-60 drug combinations with 297,098 pairs across 59 cell lines. The task is: Regression. Given two drug SMILES strings and cell line genomic features, predict the synergy score measuring deviation from expected non-interaction effect. (1) Drug 1: C1=CC=C(C(=C1)C(C2=CC=C(C=C2)Cl)C(Cl)Cl)Cl. Drug 2: CC1=C(C(=O)C2=C(C1=O)N3CC4C(C3(C2COC(=O)N)OC)N4)N. Cell line: MOLT-4. Synergy scores: CSS=58.2, Synergy_ZIP=3.10, Synergy_Bliss=2.85, Synergy_Loewe=-8.09, Synergy_HSA=5.23. (2) Drug 1: C1CNP(=O)(OC1)N(CCCl)CCCl. Drug 2: C(CN)CNCCSP(=O)(O)O. Cell line: MALME-3M. Synergy scores: CSS=9.51, Synergy_ZIP=1.13, Synergy_Bliss=-2.01, Synergy_Loewe=2.19, Synergy_HSA=2.42.